From a dataset of HIV replication inhibition screening data with 41,000+ compounds from the AIDS Antiviral Screen. Binary Classification. Given a drug SMILES string, predict its activity (active/inactive) in a high-throughput screening assay against a specified biological target. (1) The molecule is O=C1CN(CCN2CCCCC2)CC(=O)N2Cc3ccccc3CN12. The result is 0 (inactive). (2) The molecule is CC1(C)OP(=O)(O)C=C1Sc1ccc([N+](=O)[O-])cc1[N+](=O)[O-]. The result is 0 (inactive). (3) The compound is CCCCCCCCCCCCCCCCCCCCOC1OC(COC(C)=O)C(OC(C)=O)C(OC(C)=O)C1OC(C)=O. The result is 0 (inactive). (4) The compound is N#CCN1CCCN(CC#N)CCN(CC#N)CCCN(CC#N)CC1. The result is 0 (inactive). (5) The molecule is COC(=O)c1cc2c(=O)n(C)c(=O)n(C)c2nc1O. The result is 0 (inactive). (6) The drug is CC12CC3(O)OC(O1)C1(COC(=O)c4ccccc4)C3CC21OC1OC(COC(=O)c2cc(O)c(O)c(O)c2)C(O)C(O)C1O. The result is 0 (inactive). (7) The result is 0 (inactive). The molecule is CON=C(C(=O)[N-]n1cn[n+](CC(=O)[O-])c1)c1csc(=N)[nH]1.[Na+]. (8) The result is 0 (inactive). The compound is O=C(O)C(=O)O.O=c1c2ccccc2nc(-c2ccccc2Cl)n1NCC1(O)OCC(O)C(O)C1O. (9) The drug is CCN(CC)c1ccc2cc(C(=O)Nc3cccc4ccccc34)c(=N)oc2c1. The result is 0 (inactive). (10) The compound is CC(C)(C)OC(=O)N1CCC(C(=O)O)CC1. The result is 0 (inactive).